Dataset: Catalyst prediction with 721,799 reactions and 888 catalyst types from USPTO. Task: Predict which catalyst facilitates the given reaction. (1) Reactant: C([O:8][C:9]1[C:10]2[N:11]([C:15]([C:19]([NH:21][C@H:22]([CH2:25][CH3:26])[CH2:23][OH:24])=[O:20])=[C:16]([CH3:18])[N:17]=2)[CH:12]=[CH:13][CH:14]=1)C1C=CC=CC=1. Product: [OH:8][C:9]1[C:10]2[N:11]([C:15]([C:19]([NH:21][C@H:22]([CH2:25][CH3:26])[CH2:23][OH:24])=[O:20])=[C:16]([CH3:18])[N:17]=2)[CH:12]=[CH:13][CH:14]=1. The catalyst class is: 45. (2) Reactant: Br[C:2]1[N:3]([CH2:13][CH:14]2[CH2:19][CH2:18][CH2:17][CH2:16][CH2:15]2)[C:4]([CH3:12])=[C:5]([C:7]([O:9][CH2:10][CH3:11])=[O:8])[N:6]=1.[C:20]([NH:24][S:25]([C:28]1[C:37]2[C:32](=[CH:33][CH:34]=[CH:35][CH:36]=2)[C:31](B2OC(C)(C)C(C)(C)O2)=[CH:30][CH:29]=1)(=[O:27])=[O:26])([CH3:23])([CH3:22])[CH3:21].C([O-])([O-])=O.[K+].[K+]. Product: [C:20]([NH:24][S:25]([C:28]1[C:37]2[C:32](=[CH:33][CH:34]=[CH:35][CH:36]=2)[C:31]([C:2]2[N:3]([CH2:13][CH:14]3[CH2:19][CH2:18][CH2:17][CH2:16][CH2:15]3)[C:4]([CH3:12])=[C:5]([C:7]([O:9][CH2:10][CH3:11])=[O:8])[N:6]=2)=[CH:30][CH:29]=1)(=[O:27])=[O:26])([CH3:23])([CH3:21])[CH3:22]. The catalyst class is: 710.